Dataset: Forward reaction prediction with 1.9M reactions from USPTO patents (1976-2016). Task: Predict the product of the given reaction. (1) Given the reactants O[CH2:2][C:3]1[N:8]=[C:7](/[CH:9]=[CH:10]/[C:11]([O:13][C:14]([CH3:17])([CH3:16])[CH3:15])=[O:12])[CH:6]=[CH:5][CH:4]=1.C(Br)(Br)(Br)[Br:19].C1(P(C2C=CC=CC=2)C2C=CC=CC=2)C=CC=CC=1, predict the reaction product. The product is: [Br:19][CH2:2][C:3]1[N:8]=[C:7](/[CH:9]=[CH:10]/[C:11]([O:13][C:14]([CH3:17])([CH3:16])[CH3:15])=[O:12])[CH:6]=[CH:5][CH:4]=1. (2) Given the reactants [CH3:1][O:2][C:3]1[C:4]([N+:11]([O-:13])=[O:12])=[C:5]([CH:8]=[CH:9][CH:10]=1)[CH:6]=O.[BH4-].[Na+].CS(Cl)(=O)=O.C(N([CH2:26][CH3:27])CC)C.[ClH:28].[NH2:29][CH2:30][C:31]([O:33][CH2:34][CH3:35])=[O:32].[C:36](=[O:39])([O-])O.[Na+].[Cl-], predict the reaction product. The product is: [CH3:1][O:2][C:3]1[C:4]([N+:11]([O-:13])=[O:12])=[C:5]([CH:8]=[CH:9][CH:10]=1)[CH2:6][N:29]([CH2:30][C:31]([O:33][CH2:34][CH3:35])=[O:32])[C:36](=[O:39])[C:27]1[CH:26]=[CH:9][C:10]([Cl:28])=[CH:3][CH:4]=1. (3) Given the reactants C1C=C(Cl)C=C(C(OO)=[O:9])C=1.[Cl:12][C:13]1[CH:22]=[CH:21][CH:20]=[C:19]2[C:14]=1[CH:15]=[CH:16][N:17]=[CH:18]2, predict the reaction product. The product is: [Cl:12][C:13]1[CH:22]=[CH:21][CH:20]=[C:19]2[C:14]=1[CH:15]=[CH:16][N+:17]([O-:9])=[CH:18]2. (4) Given the reactants Br[CH2:2][C:3]1[C:8]([CH3:9])=[CH:7][CH:6]=[CH:5][C:4]=1[N:10]1[C:14](=[O:15])[N:13]([CH3:16])[N:12]=[N:11]1.[CH3:17][O:18][C:19]1[CH:24]=[CH:23][CH:22]=[CH:21][C:20]=1[N:25]1[CH:29]=[CH:28][C:27]([OH:30])=[N:26]1.C(=O)([O-])[O-].[K+].[K+].C(#N)C, predict the reaction product. The product is: [CH3:17][O:18][C:19]1[CH:24]=[CH:23][CH:22]=[CH:21][C:20]=1[N:25]1[CH:29]=[CH:28][C:27]([O:30][CH2:2][C:3]2[C:8]([CH3:9])=[CH:7][CH:6]=[CH:5][C:4]=2[N:10]2[C:14](=[O:15])[N:13]([CH3:16])[N:12]=[N:11]2)=[N:26]1. (5) Given the reactants [Br:1][C:2]1[CH:9]=[C:8]([F:10])[CH:7]=[C:6]([N:11]2[CH2:22][CH2:21][N:20]3[C:13](=[CH:14][C:15]4[CH2:16][C:17]([CH3:24])([CH3:23])[CH2:18][C:19]=43)[C:12]2=[O:25])[C:3]=1[CH:4]=[O:5].C([OH:30])(C)(C)C.CC(=CC)C.[O-]Cl=O.[Na+], predict the reaction product. The product is: [Br:1][C:2]1[CH:9]=[C:8]([F:10])[CH:7]=[C:6]([N:11]2[CH2:22][CH2:21][N:20]3[C:13](=[CH:14][C:15]4[CH2:16][C:17]([CH3:23])([CH3:24])[CH2:18][C:19]=43)[C:12]2=[O:25])[C:3]=1[C:4]([OH:30])=[O:5].